Dataset: Full USPTO retrosynthesis dataset with 1.9M reactions from patents (1976-2016). Task: Predict the reactants needed to synthesize the given product. (1) Given the product [CH3:21][S:18]([C:15]1[CH:14]=[CH:13][C:12]([CH:5]([CH2:6][CH:7]2[CH2:11][CH2:10][O:9][CH2:8]2)[C:4](=[O:22])[CH:24]=[CH2:25])=[CH:17][CH:16]=1)(=[O:19])=[O:20], predict the reactants needed to synthesize it. The reactants are: CON(C)[C:4](=[O:22])[CH:5]([C:12]1[CH:17]=[CH:16][C:15]([S:18]([CH3:21])(=[O:20])=[O:19])=[CH:14][CH:13]=1)[CH2:6][CH:7]1[CH2:11][CH2:10][O:9][CH2:8]1.[CH:24]([Mg]Br)=[CH2:25].Cl. (2) Given the product [Cl:8][C:9]1[C:13]([NH2:14])=[CH:12][N:11]([C:2]2[CH:3]=[N:4][CH:5]=[CH:6][CH:7]=2)[N:10]=1, predict the reactants needed to synthesize it. The reactants are: Br[C:2]1[CH:3]=[N:4][CH:5]=[CH:6][CH:7]=1.[Cl:8][C:9]1[C:13]([NH2:14])=[CH:12][NH:11][N:10]=1. (3) Given the product [CH2:1]([C:8]1[C:13]([C:38]2([OH:41])[CH2:39][CH2:40][N:35]([CH3:34])[CH2:36][CH2:37]2)=[CH:12][CH:11]=[C:10]([N:15]2[CH2:19][C@@H:18]([O:20][CH3:21])[C@H:17]([OH:22])[CH2:16]2)[N:9]=1)[C:2]1[CH:7]=[CH:6][CH:5]=[CH:4][CH:3]=1, predict the reactants needed to synthesize it. The reactants are: [CH2:1]([C:8]1[C:13](I)=[CH:12][CH:11]=[C:10]([N:15]2[CH2:19][C@@H:18]([O:20][CH3:21])[C@H:17]([OH:22])[CH2:16]2)[N:9]=1)[C:2]1[CH:7]=[CH:6][CH:5]=[CH:4][CH:3]=1.CCCCCC.C([Li])CCC.[CH3:34][N:35]1[CH2:40][CH2:39][C:38](=[O:41])[CH2:37][CH2:36]1. (4) Given the product [CH:4]1([N:10]2[CH2:27][CH2:26][C:13]3([CH2:17][N:16]([CH2:18][C@H:19]4[CH2:20][CH2:21][C@H:22]([N:25]([CH2:33][C:29]5[NH:28][CH:32]=[CH:31][N:30]=5)[CH2:33][C:29]5[NH:30][CH:31]=[CH:32][N:28]=5)[CH2:23][CH2:24]4)[CH2:15][CH2:14]3)[CH2:12][CH2:11]2)[CH2:5][CH2:6][CH2:7][CH2:8][CH2:9]1, predict the reactants needed to synthesize it. The reactants are: Cl.Cl.Cl.[CH:4]1([N:10]2[CH2:27][CH2:26][C:13]3([CH2:17][N:16]([CH2:18][C@H:19]4[CH2:24][CH2:23][C@H:22]([NH2:25])[CH2:21][CH2:20]4)[CH2:15][CH2:14]3)[CH2:12][CH2:11]2)[CH2:9][CH2:8][CH2:7][CH2:6][CH2:5]1.[NH:28]1[CH:32]=[CH:31][N:30]=[C:29]1[CH:33]=O. (5) Given the product [NH2:9][C:3]1[N:4]=[CH:5][N:6]=[C:7]([O:10][CH:11]2[CH2:12][C:13]3([CH2:14][N:15]([C:17](=[O:19])[CH:40]=[CH2:41])[CH2:16]3)[CH2:24]2)[C:2]=1[C:35]1[CH:34]=[N:33][N:32]([CH2:25][C:26]2[CH:31]=[CH:30][CH:29]=[CH:28][CH:27]=2)[CH:36]=1, predict the reactants needed to synthesize it. The reactants are: Cl[C:2]1[C:3]([NH2:9])=[N:4][CH:5]=[N:6][C:7]=1Cl.[OH:10][CH:11]1[CH2:24][C:13]2([CH2:16][N:15]([C:17]([O:19]C(C)(C)C)=O)[CH2:14]2)[CH2:12]1.[CH2:25]([N:32]1[CH:36]=[C:35](B(O)O)[CH:34]=[N:33]1)[C:26]1[CH:31]=[CH:30][CH:29]=[CH:28][CH:27]=1.[C:40](O)(=O)[CH:41]=C. (6) Given the product [ClH:61].[CH3:54][N:52]1[CH:53]=[C:49]([C:45]2[CH:44]=[C:43]([C:40]3[N:39]=[CH:38][C:37]([C:35]4[CH:34]=[N:33][N:32]([CH:29]5[CH2:30][CH2:31][NH:26][CH2:27][CH2:28]5)[CH:36]=4)=[CH:42][N:41]=3)[CH:48]=[CH:47][CH:46]=2)[N:50]=[N:51]1, predict the reactants needed to synthesize it. The reactants are: [F-].C([N+](CCCC)(CCCC)CCCC)CCC.C(OC([N:26]1[CH2:31][CH2:30][CH:29]([N:32]2[CH:36]=[C:35]([C:37]3[CH:38]=[N:39][C:40]([C:43]4[CH:48]=[CH:47][CH:46]=[C:45]([C:49]5[N:50]=[N:51][N:52]([CH2:54][Si](C)(C)C)[CH:53]=5)[CH:44]=4)=[N:41][CH:42]=3)[CH:34]=[N:33]2)[CH2:28][CH2:27]1)=O)(C)(C)C.CO.[ClH:61].O1CCOCC1. (7) Given the product [C:8]([O:7][C:6]([NH:5][CH:3]([C:2]1[C:13]([C:14]2[CH:19]=[CH:18][CH:17]=[CH:16][CH:15]=2)=[C:24]([C:23]([OH:32])=[O:20])[C:25]2[C:26](=[N:27][CH:28]=[CH:29][CH:30]=2)[N:22]=1)[CH3:4])=[O:12])([CH3:11])([CH3:10])[CH3:9], predict the reactants needed to synthesize it. The reactants are: O=[C:2]([CH2:13][C:14]1[CH:19]=[CH:18][CH:17]=[CH:16][CH:15]=1)[CH:3]([NH:5][C:6](=[O:12])[O:7][C:8]([CH3:11])([CH3:10])[CH3:9])[CH3:4].[OH-:20].[K+].[NH:22]1[C:26]2=[N:27][CH:28]=[CH:29][CH:30]=[C:25]2[C:24](=O)[C:23]1=[O:32].